Dataset: Forward reaction prediction with 1.9M reactions from USPTO patents (1976-2016). Task: Predict the product of the given reaction. (1) Given the reactants [Si:1]([O:8][CH:9]([CH:28]1[CH2:37][CH2:36][C:35]2[C:30](=[CH:31][CH:32]=[C:33]([O:38][C:39]3[CH:44]=[CH:43][CH:42]=[CH:41][CH:40]=3)[CH:34]=2)[CH2:29]1)[C:10]1[O:11][C:12]([Sn](CCCC)(CCCC)CCCC)=[CH:13][N:14]=1)([C:4]([CH3:7])([CH3:6])[CH3:5])([CH3:3])[CH3:2].Br[C:46]1[CH:51]=[CH:50][CH:49]=[CH:48][N:47]=1, predict the reaction product. The product is: [Si:1]([O:8][CH:9]([CH:28]1[CH2:37][CH2:36][C:35]2[C:30](=[CH:31][CH:32]=[C:33]([O:38][C:39]3[CH:40]=[CH:41][CH:42]=[CH:43][CH:44]=3)[CH:34]=2)[CH2:29]1)[C:10]1[O:11][C:12]([C:46]2[CH:51]=[CH:50][CH:49]=[CH:48][N:47]=2)=[CH:13][N:14]=1)([C:4]([CH3:6])([CH3:7])[CH3:5])([CH3:2])[CH3:3]. (2) Given the reactants [F:1][C:2]1[N:10]=[CH:9][CH:8]=[CH:7][C:3]=1[C:4]([OH:6])=O.[Si:11]([O:28][CH2:29][CH2:30][C:31]1[CH:37]=[CH:36][CH:35]=[CH:34][C:32]=1[NH2:33])([C:24]([CH3:27])([CH3:26])[CH3:25])([C:18]1[CH:23]=[CH:22][CH:21]=[CH:20][CH:19]=1)[C:12]1[CH:17]=[CH:16][CH:15]=[CH:14][CH:13]=1, predict the reaction product. The product is: [Si:11]([O:28][CH2:29][CH2:30][C:31]1[CH:37]=[CH:36][CH:35]=[CH:34][C:32]=1[NH:33][C:4](=[O:6])[C:3]1[CH:7]=[CH:8][CH:9]=[N:10][C:2]=1[F:1])([C:24]([CH3:27])([CH3:25])[CH3:26])([C:18]1[CH:23]=[CH:22][CH:21]=[CH:20][CH:19]=1)[C:12]1[CH:13]=[CH:14][CH:15]=[CH:16][CH:17]=1.